This data is from Catalyst prediction with 721,799 reactions and 888 catalyst types from USPTO. The task is: Predict which catalyst facilitates the given reaction. Reactant: COC1C=CC(C2(C3C=CC(OC)=CC=3)OC3C4C=C(C)C=CC=4C4C5C(=CC(C)=CC=5)C(C)(OCCOCCOCCO)C=4C=3C=C2)=CC=1.[C:51]1(=O)[O:56][CH2:55][CH2:54]C[O:52]1.CC(C)[O-].[Al+3].CC(C)[O-].CC(C)[O-].[N:71](CC[O:76][C:77](=[O:81])[C:78]([CH3:80])=[CH2:79])=C=O. Product: [C:77]([OH:81])(=[O:76])[C:78]([CH3:80])=[CH2:79].[NH2:71][C:51]([O:56][CH2:55][CH3:54])=[O:52]. The catalyst class is: 22.